This data is from Catalyst prediction with 721,799 reactions and 888 catalyst types from USPTO. The task is: Predict which catalyst facilitates the given reaction. Reactant: [OH:1][C@@H:2]([C@H:4]1[C:34](=[O:35])[N:6]2[C:7]([C:21]([O:23][CH2:24][C:25]3[CH:30]=[CH:29][C:28]([N+:31]([O-:33])=[O:32])=[CH:27][CH:26]=3)=[O:22])=[C:8]([C:11]3[S:15][C:14]4=[C:16]([S:19][CH3:20])[N:17]=[CH:18][N:13]4[CH:12]=3)[C@H:9]([CH3:10])[C@H:5]12)[CH3:3].[I:36]CC(N[O:41][CH2:42][C:43]1[CH:48]=[CH:47][CH:46]=[CH:45][CH:44]=1)=O. Product: [I-:36].[CH2:42]([O:41][N:17]1[C:16]([S:19][CH3:20])=[C:14]2[S:15][C:11]([C:8]3[C@H:9]([CH3:10])[C@@H:5]4[C@@H:4]([C@H:2]([OH:1])[CH3:3])[C:34](=[O:35])[N:6]4[C:7]=3[C:21]([O:23][CH2:24][C:25]3[CH:26]=[CH:27][C:28]([N+:31]([O-:33])=[O:32])=[CH:29][CH:30]=3)=[O:22])=[C:12]([CH2:4][C:34](=[O:35])[NH2:6])[N+:13]2=[CH:18]1)[C:43]1[CH:48]=[CH:47][CH:46]=[CH:45][CH:44]=1. The catalyst class is: 21.